This data is from Catalyst prediction with 721,799 reactions and 888 catalyst types from USPTO. The task is: Predict which catalyst facilitates the given reaction. (1) Reactant: [B:10]1([B:10]2[O:14][C:13]([CH3:16])([CH3:15])[C:12]([CH3:18])([CH3:17])[O:11]2)[O:14][C:13]([CH3:16])([CH3:15])[C:12]([CH3:18])([CH3:17])[O:11]1.Br[C:20]1[CH:21]=[C:22]([N:26]([CH3:37])[C:27]([NH:29][CH2:30][CH2:31][CH2:32][CH2:33][CH2:34][CH2:35][CH3:36])=[O:28])[CH:23]=[CH:24][CH:25]=1.C([O-])(=O)C.[K+].O. Product: [CH2:30]([NH:29][C:27](=[O:28])[N:26]([CH3:37])[C:22]1[CH:21]=[CH:20][CH:25]=[C:24]([B:10]2[O:11][C:12]([CH3:17])([CH3:18])[C:13]([CH3:15])([CH3:16])[O:14]2)[CH:23]=1)[CH2:31][CH2:32][CH2:33][CH2:34][CH2:35][CH3:36]. The catalyst class is: 9. (2) Reactant: [F:1][C:2]1[CH:26]=[CH:25][C:5]([CH2:6][N:7]2[C:11]3=[CH:12][N:13]=[C:14]([C:16]([OH:18])=O)[CH:15]=[C:10]3[C:9]([CH2:19][O:20][CH2:21][CH2:22][O:23][CH3:24])=[CH:8]2)=[CH:4][CH:3]=1.CN1CCOCC1.Cl.[CH3:35][NH:36][OH:37]. Product: [F:1][C:2]1[CH:3]=[CH:4][C:5]([CH2:6][N:7]2[C:11]3=[CH:12][N:13]=[C:14]([C:16]([N:36]([OH:37])[CH3:35])=[O:18])[CH:15]=[C:10]3[C:9]([CH2:19][O:20][CH2:21][CH2:22][O:23][CH3:24])=[CH:8]2)=[CH:25][CH:26]=1. The catalyst class is: 31.